Dataset: Forward reaction prediction with 1.9M reactions from USPTO patents (1976-2016). Task: Predict the product of the given reaction. (1) Given the reactants [C:1]([C:3]1[CH:8]=[CH:7][C:6]([C:9]2[N:14]=[C:13]([NH:15][CH3:16])[N:12]=[C:11]([N:17]3[C@H:22]([CH3:23])[CH2:21][O:20][C@H:19]([C:24]([OH:26])=O)[CH2:18]3)[CH:10]=2)=[CH:5][C:4]=1[F:27])#[N:2].CN(C(ON1N=NC2C=CC=NC1=2)=[N+](C)C)C.F[P-](F)(F)(F)(F)F.CCN(C(C)C)C(C)C.[CH:61]1([NH2:67])[CH2:66][CH2:65][CH2:64][CH2:63][CH2:62]1, predict the reaction product. The product is: [C:1]([C:3]1[CH:8]=[CH:7][C:6]([C:9]2[N:14]=[C:13]([NH:15][CH3:16])[N:12]=[C:11]([N:17]3[C@H:22]([CH3:23])[CH2:21][O:20][C@H:19]([C:24]([NH:67][CH:61]4[CH2:66][CH2:65][CH2:64][CH2:63][CH2:62]4)=[O:26])[CH2:18]3)[CH:10]=2)=[CH:5][C:4]=1[F:27])#[N:2]. (2) Given the reactants [Cl-].[Li+].[CH:3]([O-:5])=[O:4].[Li+].[F:7][C:8]1[CH:13]=[N:12][C:11]2[N:14]([S:18]([C:21]3[CH:27]=[CH:26][C:24]([CH3:25])=[CH:23][CH:22]=3)(=[O:20])=[O:19])[CH:15]=[C:16](I)[C:10]=2[C:9]=1[CH:28]=[O:29].C(OC(=O)C)(=O)C.C(N(C(C)C)C(C)C)C, predict the reaction product. The product is: [F:7][C:8]1[C:9]([CH:28]=[O:29])=[C:10]2[C:16]([C:3]([OH:5])=[O:4])=[CH:15][N:14]([S:18]([C:21]3[CH:27]=[CH:26][C:24]([CH3:25])=[CH:23][CH:22]=3)(=[O:20])=[O:19])[C:11]2=[N:12][CH:13]=1. (3) Given the reactants C[O:2][C:3]([C@@H:5]1[CH2:9][C@@H:8]([S:10]([C:13]2[CH:18]=[CH:17][CH:16]=[CH:15][C:14]=2[C:19]([F:22])([F:21])[F:20])(=[O:12])=[O:11])[CH2:7][N:6]1[C:23]1[N:24]([CH:29]2[CH2:34][CH2:33][CH2:32][CH2:31][CH2:30]2)[N:25]=[C:26]([CH3:28])[CH:27]=1)=[O:4].COC([C@H]1C[C@@H](S(C2C=CC=CC=2C(F)(F)F)(=O)=O)CN1C1N(C2CCCCC2)N=C(C)C=1)=O.[OH-].[Li+].C1(N2C(N3C[C@H](S(C4C=CC=CC=4C(F)(F)F)(=O)=O)C[C@@H]3C(O)=O)=CC(C)=N2)CCCCC1, predict the reaction product. The product is: [CH:29]1([N:24]2[C:23]([N:6]3[CH2:7][C@H:8]([S:10]([C:13]4[CH:18]=[CH:17][CH:16]=[CH:15][C:14]=4[C:19]([F:22])([F:21])[F:20])(=[O:11])=[O:12])[CH2:9][C@H:5]3[C:3]([OH:4])=[O:2])=[CH:27][C:26]([CH3:28])=[N:25]2)[CH2:30][CH2:31][CH2:32][CH2:33][CH2:34]1. (4) Given the reactants [CH:1]1[CH:6]=[CH:5][C:4]([O:7][C:8]2[C:13]([NH2:14])=[CH:12][CH:11]=[CH:10][CH:9]=2)=[CH:3][CH:2]=1.[CH3:15][O:16][C:17]1[CH:24]=[C:23]([O:25][CH3:26])[CH:22]=[CH:21][C:18]=1[CH:19]=O.C(Cl)(Cl)Cl, predict the reaction product. The product is: [CH3:15][O:16][C:17]1[CH:24]=[C:23]([O:25][CH3:26])[CH:22]=[CH:21][C:18]=1[CH2:19][NH:14][C:13]1[CH:12]=[CH:11][CH:10]=[CH:9][C:8]=1[O:7][C:4]1[CH:5]=[CH:6][CH:1]=[CH:2][CH:3]=1. (5) Given the reactants [NH2:1][C:2]1[CH:3]=[CH:4][C:5]([F:12])=[C:6]([CH2:8][C:9](O)=[O:10])[CH:7]=1, predict the reaction product. The product is: [NH2:1][C:2]1[CH:3]=[CH:4][C:5]([F:12])=[C:6]([CH2:8][CH2:9][OH:10])[CH:7]=1. (6) Given the reactants [F:1][C:2]([F:13])([F:12])[O:3][C:4]1[CH:11]=[CH:10][C:7]([CH:8]=[O:9])=[CH:6][CH:5]=1.[Br:14]N1C(=O)CCC1=O, predict the reaction product. The product is: [Br:14][C:5]1[CH:6]=[C:7]([CH:10]=[CH:11][C:4]=1[O:3][C:2]([F:12])([F:13])[F:1])[CH:8]=[O:9]. (7) The product is: [CH3:1][C:2]1[C:3](=[O:10])[CH:4]=[CH:5][C:6](=[O:9])[C:7]=1[CH3:8]. Given the reactants [CH3:1][C:2]1[C:7]([CH3:8])=[C:6]([OH:9])[CH:5]=[CH:4][C:3]=1[OH:10].[OH-].[Na+], predict the reaction product.